From a dataset of Reaction yield outcomes from USPTO patents with 853,638 reactions. Predict the reaction yield, written as a fraction of the theoretical maximum amount of product (1.0 means a 100% yield; for example, 0.34 means a 34% yield). (1) The reactants are [O:1]1[CH:5]=[CH:4][CH:3]=[C:2]1[CH2:6][OH:7].[Cl:8][C:9]1[C:14](Cl)=[N:13][CH:12]=[CH:11][N:10]=1. No catalyst specified. The product is [Cl:8][C:9]1[C:14]([O:7][CH2:6][C:2]2[O:1][CH:5]=[CH:4][CH:3]=2)=[N:13][CH:12]=[CH:11][N:10]=1. The yield is 0.680. (2) The reactants are C(OC([N:8]1[CH2:12][CH2:11][C:10]([C:15]2[CH:20]=[C:19]([F:21])[CH:18]=[C:17]([F:22])[CH:16]=2)([O:13][CH3:14])[CH2:9]1)=O)(C)(C)C.FC(F)(F)C(O)=O.[Cl-].[NH4+]. The catalyst is C(Cl)Cl. The product is [F:22][C:17]1[CH:16]=[C:15]([C:10]2([O:13][CH3:14])[CH2:11][CH2:12][NH:8][CH2:9]2)[CH:20]=[C:19]([F:21])[CH:18]=1. The yield is 0.730. (3) The reactants are [Cl:1][C:2]1[C:3]2[C:10](I)=[CH:9][N:8]([CH3:12])[C:4]=2[N:5]=[CH:6][N:7]=1.[Li]CCCC.[C:18]1([C:24](=[N:31][C:32]2[CH:33]=[N:34][CH:35]=[C:36]([CH:39]=2)[CH:37]=[O:38])[C:25]2[CH:30]=[CH:29][CH:28]=[CH:27][CH:26]=2)[CH:23]=[CH:22][CH:21]=[CH:20][CH:19]=1. The catalyst is C1COCC1.CCCCCC. The product is [Cl:1][C:2]1[C:3]2[C:10]([CH:37]([C:36]3[CH:35]=[N:34][CH:33]=[C:32]([N:31]=[C:24]([C:25]4[CH:30]=[CH:29][CH:28]=[CH:27][CH:26]=4)[C:18]4[CH:23]=[CH:22][CH:21]=[CH:20][CH:19]=4)[CH:39]=3)[OH:38])=[CH:9][N:8]([CH3:12])[C:4]=2[N:5]=[CH:6][N:7]=1. The yield is 0.480. (4) The reactants are [BH4-].[Na+].[CH3:3][C:4]([Si:7]([CH3:31])([CH3:30])[O:8][CH2:9][CH2:10][CH:11]([C:19](=[O:29])[CH2:20][CH2:21][C:22]1[CH:27]=[CH:26][C:25]([I:28])=[CH:24][CH:23]=1)[C:12]([O:14][C:15]([CH3:18])([CH3:17])[CH3:16])=[O:13])([CH3:6])[CH3:5]. The catalyst is CO. The product is [CH3:6][C:4]([Si:7]([CH3:30])([CH3:31])[O:8][CH2:9][CH2:10][CH:11]([CH:19]([OH:29])[CH2:20][CH2:21][C:22]1[CH:27]=[CH:26][C:25]([I:28])=[CH:24][CH:23]=1)[C:12]([O:14][C:15]([CH3:16])([CH3:17])[CH3:18])=[O:13])([CH3:3])[CH3:5]. The yield is 0.680. (5) The reactants are [Cl:1][C:2]1[CH:9]=[CH:8][C:5]([CH:6]=[O:7])=[CH:4][C:3]=1[N+:10]([O-])=O.S(S([O-])=O)([O-])=O.[Na+].[Na+].C([O-])([O-])=O.[K+].[K+]. The catalyst is C(Cl)Cl.O.[Br-].[Br-].C([N+]1C=CC(C2C=C[N+](CCCCCCC)=CC=2)=CC=1)CCCCCC. The product is [NH2:10][C:3]1[CH:4]=[C:5]([CH:8]=[CH:9][C:2]=1[Cl:1])[CH:6]=[O:7]. The yield is 0.220. (6) The reactants are [F:1][C:2]1[CH:8]=[CH:7][C:5]([NH2:6])=[CH:4][CH:3]=1.C(OC[CH2:17][CH2:18][CH3:19])(=O)CC(C)=O.[C:20]([OH:23])(=[O:22])[CH3:21].[C:24](O[BH-](OC(=O)C)OC(=O)C)(=O)[CH3:25].[Na+].[C:38]([O-])(O)=O.[Na+]. The catalyst is ClCCCl. The product is [F:1][C:2]1[CH:8]=[CH:7][C:5]([NH:6][CH:24]([CH3:25])[CH2:21][C:20]([O:23][C:18]([CH3:17])([CH3:19])[CH3:38])=[O:22])=[CH:4][CH:3]=1. The yield is 0.980.